Dataset: Forward reaction prediction with 1.9M reactions from USPTO patents (1976-2016). Task: Predict the product of the given reaction. (1) Given the reactants Br[C:2]1[CH:7]=[CH:6][CH:5]=[C:4]([CH:8]([F:10])[F:9])[N:3]=1.CC1(C)C(C)(C)OB([C:19]2[CH2:24][CH2:23][CH:22]([CH2:25][C:26]([O:28][CH2:29][CH3:30])=[O:27])[CH2:21][CH:20]=2)O1.C([O-])([O-])=O.[K+].[K+], predict the reaction product. The product is: [F:9][CH:8]([F:10])[C:4]1[N:3]=[C:2]([C:19]2[CH2:24][CH2:23][CH:22]([CH2:25][C:26]([O:28][CH2:29][CH3:30])=[O:27])[CH2:21][CH:20]=2)[CH:7]=[CH:6][CH:5]=1. (2) Given the reactants [Cl:1][C:2]1[C:11]2[C:6](=[CH:7][CH:8]=[CH:9][CH:10]=2)[N:5]=[C:4]([CH3:12])[N:3]=1.Cl.[CH2:14]([O:16][C:17]1[CH:22]=[CH:21][C:20]([NH:23][CH3:24])=[CH:19][C:18]=1[F:25])[CH3:15], predict the reaction product. The product is: [ClH:1].[CH2:14]([O:16][C:17]1[CH:22]=[CH:21][C:20]([N:23]([CH3:24])[C:2]2[C:11]3[C:6](=[CH:7][CH:8]=[CH:9][CH:10]=3)[N:5]=[C:4]([CH3:12])[N:3]=2)=[CH:19][C:18]=1[F:25])[CH3:15]. (3) Given the reactants C1C=CC(P(C2C(C3C(P(C4C=CC=CC=4)C4C=CC=CC=4)=CC=C4C=3C=CC=C4)=C3C(C=CC=C3)=CC=2)C2C=CC=CC=2)=CC=1.Br[C:48]1[CH:49]=[C:50]([N+:60]([O-:62])=[O:61])[C:51]([O:58][CH3:59])=[C:52]([CH:57]=1)[C:53]([O:55][CH3:56])=[O:54].[NH:63]1[CH2:68][CH2:67][O:66][CH2:65][CH2:64]1.C([O-])([O-])=O.[Cs+].[Cs+], predict the reaction product. The product is: [CH3:59][O:58][C:51]1[C:50]([N+:60]([O-:62])=[O:61])=[CH:49][C:48]([N:63]2[CH2:68][CH2:67][O:66][CH2:65][CH2:64]2)=[CH:57][C:52]=1[C:53]([O:55][CH3:56])=[O:54].